This data is from Catalyst prediction with 721,799 reactions and 888 catalyst types from USPTO. The task is: Predict which catalyst facilitates the given reaction. (1) Reactant: C1C(=O)N([Br:8])C(=O)C1.[C:9]([C:13]1[CH:14]=[C:15]([P:25](=[O:52])([C:36]2[CH:41]=[C:40]([C:42]([CH3:45])([CH3:44])[CH3:43])[C:39]([O:46][CH3:47])=[C:38]([C:48]([CH3:51])([CH3:50])[CH3:49])[CH:37]=2)[C:26]2[CH:31]=[C:30]([O:32][CH3:33])[CH:29]=[C:28]([O:34][CH3:35])[CH:27]=2)[CH:16]=[C:17]([C:21]([CH3:24])([CH3:23])[CH3:22])[C:18]=1[O:19][CH3:20])([CH3:12])([CH3:11])[CH3:10].CCCCCC. Product: [Br:8][C:27]1[C:28]([O:34][CH3:35])=[CH:29][C:30]([O:32][CH3:33])=[CH:31][C:26]=1[P:25](=[O:52])([C:36]1[CH:37]=[C:38]([C:48]([CH3:51])([CH3:50])[CH3:49])[C:39]([O:46][CH3:47])=[C:40]([C:42]([CH3:45])([CH3:44])[CH3:43])[CH:41]=1)[C:15]1[CH:16]=[C:17]([C:21]([CH3:24])([CH3:23])[CH3:22])[C:18]([O:19][CH3:20])=[C:13]([C:9]([CH3:10])([CH3:11])[CH3:12])[CH:14]=1. The catalyst class is: 2. (2) Reactant: N[C:2]1[S:3][CH:4]([C:19]2[CH:24]=[CH:23][CH:22]=[CH:21][CH:20]=2)[C:5]([C:8]2[CH:9]=[CH:10][C:11]3[O:16][CH2:15][C:14](=[O:17])[NH:13][C:12]=3[CH:18]=2)=[CH:6][N:7]=1.N(OCCC(C)C)=[O:26].O. Product: [O:26]=[C:2]1[NH:7][CH:6]=[C:5]([C:8]2[CH:9]=[CH:10][C:11]3[O:16][CH2:15][C:14](=[O:17])[NH:13][C:12]=3[CH:18]=2)[CH:4]([C:19]2[CH:24]=[CH:23][CH:22]=[CH:21][CH:20]=2)[S:3]1. The catalyst class is: 3. (3) Reactant: ClC(Cl)(Cl)C[O:4][C:5](=O)[NH:6][C:7]1[C:8]([CH3:32])=[C:9]([C:26]2[CH:31]=[CH:30][CH:29]=[CH:28][CH:27]=2)[C:10]2[O:14][CH2:13][CH:12]([C:15]3[CH:20]=[CH:19][C:18]([CH:21]([CH3:23])[CH3:22])=[CH:17][CH:16]=3)[C:11]=2[C:24]=1[CH3:25].[NH2:36][C:37]([CH3:41])([CH3:40])[CH2:38][OH:39]. Product: [OH:39][CH2:38][C:37]([NH:36][C:5]([NH:6][C:7]1[C:8]([CH3:32])=[C:9]([C:26]2[CH:27]=[CH:28][CH:29]=[CH:30][CH:31]=2)[C:10]2[O:14][CH2:13][CH:12]([C:15]3[CH:20]=[CH:19][C:18]([CH:21]([CH3:22])[CH3:23])=[CH:17][CH:16]=3)[C:11]=2[C:24]=1[CH3:25])=[O:4])([CH3:41])[CH3:40]. The catalyst class is: 195. (4) Reactant: [CH3:1][C:2]1[N:7]=[C:6]2[N:8]([CH2:12][C:13]3[CH:14]=[C:15]([C:19]4[N:24]=[CH:23][C:22]([N:25]5[CH2:30][CH2:29][N:28](C(OC(C)(C)C)=O)[CH2:27][CH2:26]5)=[CH:21][N:20]=4)[CH:16]=[CH:17][CH:18]=3)[C:9](=[O:11])[O:10][C:5]2=[CH:4][CH:3]=1.Cl. Product: [CH3:1][C:2]1[N:7]=[C:6]2[N:8]([CH2:12][C:13]3[CH:18]=[CH:17][CH:16]=[C:15]([C:19]4[N:24]=[CH:23][C:22]([N:25]5[CH2:30][CH2:29][NH:28][CH2:27][CH2:26]5)=[CH:21][N:20]=4)[CH:14]=3)[C:9](=[O:11])[O:10][C:5]2=[CH:4][CH:3]=1. The catalyst class is: 880. (5) Reactant: [C:1]1([C:17]2[CH:22]=[CH:21][CH:20]=[CH:19][CH:18]=2)[CH:6]=[CH:5][C:4]([CH:7]([CH2:11][CH:12]2[CH2:16][CH2:15][CH2:14][CH2:13]2)[C:8]([OH:10])=[O:9])=[CH:3][CH:2]=1.[CH3:23]O. Product: [CH3:23][O:9][C:8](=[O:10])[CH:7]([C:4]1[CH:3]=[CH:2][C:1]([C:17]2[CH:18]=[CH:19][CH:20]=[CH:21][CH:22]=2)=[CH:6][CH:5]=1)[CH2:11][CH:12]1[CH2:13][CH2:14][CH2:15][CH2:16]1. The catalyst class is: 65. (6) Product: [C:35]([O:39][C:40]([N:42]1[CH2:47][CH2:46][CH:45]([N:48]([C:23]([C:20]2[CH:21]=[N:22][C:17]([Cl:16])=[N:18][CH:19]=2)=[O:25])[CH:49]2[CH2:50][CH2:51]2)[CH2:44][CH2:43]1)=[O:41])([CH3:38])([CH3:36])[CH3:37]. Reactant: F[P-](F)(F)(F)(F)F.ClC(N(C)C)=[N+](C)C.[Cl:16][C:17]1[N:22]=[CH:21][C:20]([C:23]([OH:25])=O)=[CH:19][N:18]=1.C(N(CC)C(C)C)(C)C.[C:35]([O:39][C:40]([N:42]1[CH2:47][CH2:46][CH:45]([NH:48][CH:49]2[CH2:51][CH2:50]2)[CH2:44][CH2:43]1)=[O:41])([CH3:38])([CH3:37])[CH3:36]. The catalyst class is: 7.